This data is from Full USPTO retrosynthesis dataset with 1.9M reactions from patents (1976-2016). The task is: Predict the reactants needed to synthesize the given product. (1) Given the product [Cl:13][C:14]1[CH:19]=[C:18]([C:20]([F:23])([F:22])[F:21])[CH:17]=[CH:16][C:15]=1[O:24][CH:25]1[CH2:30][CH2:29][N:28]([S:2]([CH3:1])(=[O:4])=[O:3])[CH2:27][CH2:26]1, predict the reactants needed to synthesize it. The reactants are: [CH3:1][S:2](Cl)(=[O:4])=[O:3].OC(C(F)(F)F)=O.[Cl:13][C:14]1[CH:19]=[C:18]([C:20]([F:23])([F:22])[F:21])[CH:17]=[CH:16][C:15]=1[O:24][CH:25]1[CH2:30][CH2:29][NH:28][CH2:27][CH2:26]1. (2) Given the product [F:73][C:74]1[CH:83]=[CH:82][CH:81]=[C:80]2[C:75]=1[C:76](=[O:10])[CH2:77][CH2:78][O:79]2, predict the reactants needed to synthesize it. The reactants are: FC1C=CC=C2C=1[O:10]CCC2N.O1C2C(=CC=CC=2)C(N)CC1.FC1C=C2C(=CC=1)OCCC2N.ClC1C=C2C(=CC=1)OCCC2N.CC1C=C2C(=CC=1)OCCC2N.COC1C=C2C(=CC=1)OCCC2N.[F:73][C:74]1[CH:83]=[CH:82][CH:81]=[C:80]2[C:75]=1[CH:76](N)[CH2:77][CH2:78][O:79]2. (3) Given the product [CH:10]1[C:11]2[CH:12]([CH2:14][O:15][C:16]([NH:18][C:19]([CH3:26])([CH2:24][O:25][S:27]([C:30]3[CH:36]=[CH:35][C:33]([CH3:34])=[CH:32][CH:31]=3)(=[O:29])=[O:28])[C:20]([O:22][CH3:23])=[O:21])=[O:17])[C:13]3[C:5](=[CH:4][CH:3]=[CH:2][CH:1]=3)[C:6]=2[CH:7]=[CH:8][CH:9]=1, predict the reactants needed to synthesize it. The reactants are: [CH:1]1[C:13]2[CH:12]([CH2:14][O:15][C:16]([NH:18][C:19]([CH3:26])([CH2:24][OH:25])[C:20]([O:22][CH3:23])=[O:21])=[O:17])[C:11]3[C:6](=[CH:7][CH:8]=[CH:9][CH:10]=3)[C:5]=2[CH:4]=[CH:3][CH:2]=1.[S:27](Cl)([C:30]1[CH:36]=[CH:35][C:33]([CH3:34])=[CH:32][CH:31]=1)(=[O:29])=[O:28].N1C=CC=CC=1. (4) Given the product [CH3:17][C:3]1[N:4]=[C:5]([C:7]#[N:9])[O:6][C:2]=1[CH3:1], predict the reactants needed to synthesize it. The reactants are: [CH3:1][C:2]1[O:6][C:5]([C:7]([NH2:9])=O)=[N:4][CH:3]=1.O=P(Cl)(Cl)Cl.Cl.N1C=CC=C[CH:17]=1. (5) Given the product [C:1]([C:3]1[CH:8]=[CH:7][C:6]([N:9]([CH2:16][C:17]([F:20])([F:19])[F:18])[CH2:10][CH:11]([CH3:15])[C:12]([NH2:32])=[O:14])=[CH:5][C:4]=1[C:21]([F:23])([F:24])[F:22])#[N:2], predict the reactants needed to synthesize it. The reactants are: [C:1]([C:3]1[CH:8]=[CH:7][C:6]([N:9]([CH2:16][C:17]([F:20])([F:19])[F:18])[CH2:10][CH:11]([CH3:15])[C:12]([OH:14])=O)=[CH:5][C:4]=1[C:21]([F:24])([F:23])[F:22])#[N:2].C(Cl)(=O)C(Cl)=O.C[N:32](C=O)C.[NH4+].[OH-]. (6) Given the product [CH:18]1([C:16]([NH:15][C:13]2[N:14]=[C:9]3[CH:8]=[CH:7][C:6]([O:5][C:4]4[CH:21]=[CH:22][C:23]([F:24])=[C:2]([NH:1][C:31]([C:29]5[N:30]=[C:26]([CH3:25])[O:27][C:28]=5[CH3:34])=[O:32])[CH:3]=4)=[N:11][N:10]3[CH:12]=2)=[O:17])[CH2:20][CH2:19]1, predict the reactants needed to synthesize it. The reactants are: [NH2:1][C:2]1[CH:3]=[C:4]([CH:21]=[CH:22][C:23]=1[F:24])[O:5][C:6]1[CH:7]=[CH:8][C:9]2[N:10]([CH:12]=[C:13]([NH:15][C:16]([CH:18]3[CH2:20][CH2:19]3)=[O:17])[N:14]=2)[N:11]=1.[CH3:25][C:26]1[O:27][C:28]([CH3:34])=[C:29]([C:31](Cl)=[O:32])[N:30]=1.O. (7) Given the product [F:7][C:8]1[CH:9]=[CH:10][CH:11]=[C:12]2[C:17]=1[O:16][CH2:15][CH2:14][C:13]2=[CH2:5], predict the reactants needed to synthesize it. The reactants are: [Pb](Cl)Cl.Br[CH2:5]Br.[F:7][C:8]1[CH:9]=[CH:10][CH:11]=[C:12]2[C:17]=1[O:16][CH2:15][CH2:14][C:13]2=O.Cl. (8) Given the product [F:1][C:2]1[CH:11]=[C:10]2[C:5]([CH2:6][CH2:7][NH:8][CH:9]2[CH3:12])=[CH:4][CH:3]=1, predict the reactants needed to synthesize it. The reactants are: [F:1][C:2]1[CH:11]=[C:10]2[C:5]([CH2:6][CH2:7][N:8]=[C:9]2[CH3:12])=[CH:4][CH:3]=1.C(O[BH-](OC(=O)C)OC(=O)C)(=O)C.[Na+]. (9) Given the product [NH2:1][C:2]1[N:3]=[CH:4][C:5]([C:6]([O:8][CH3:9])=[O:7])=[CH:10][C:11]=1[C:12]1[CH:17]=[CH:16][C:15]([NH:18][C:31](=[O:32])[NH:30][C:21]2[CH:22]=[C:23]([C:26]([F:28])([F:29])[F:27])[CH:24]=[CH:25][C:20]=2[F:19])=[CH:14][CH:13]=1, predict the reactants needed to synthesize it. The reactants are: [NH2:1][C:2]1[C:11]([C:12]2[CH:17]=[CH:16][C:15]([NH2:18])=[CH:14][CH:13]=2)=[CH:10][C:5]([C:6]([O:8][CH3:9])=[O:7])=[CH:4][N:3]=1.[F:19][C:20]1[CH:25]=[CH:24][C:23]([C:26]([F:29])([F:28])[F:27])=[CH:22][C:21]=1[N:30]=[C:31]=[O:32]. (10) The reactants are: O[O:2][S:3]([O-:5])=O.[K+].S([O-])(O[O-])(=O)=O.[K+].[K+].[CH3:15][C:16]1[CH:24]=[CH:23][C:19]([C:20]([OH:22])=[O:21])=[C:18]([N:25]2[CH2:30][CH2:29]S[CH2:27][CH2:26]2)[CH:17]=1. Given the product [O:2]=[S:3]1(=[O:5])[CH2:29][CH2:30][N:25]([C:18]2[CH:17]=[C:16]([CH3:15])[CH:24]=[CH:23][C:19]=2[C:20]([OH:22])=[O:21])[CH2:26][CH2:27]1, predict the reactants needed to synthesize it.